This data is from Full USPTO retrosynthesis dataset with 1.9M reactions from patents (1976-2016). The task is: Predict the reactants needed to synthesize the given product. (1) Given the product [CH2:21]([N:15]([CH2:16][CH2:17][N:18]([CH3:19])[CH3:20])[C:13](=[O:14])[C@@H:12]([NH:11][C:9]([NH:8][C:5]1[CH:6]=[CH:7][C:2]([F:1])=[CH:3][CH:4]=1)=[O:10])[CH:28]([CH3:29])[CH3:30])[C:22]1[CH:27]=[CH:26][CH:25]=[CH:24][CH:23]=1, predict the reactants needed to synthesize it. The reactants are: [F:1][C:2]1[CH:7]=[CH:6][C:5]([N:8]=[C:9]=[O:10])=[CH:4][CH:3]=1.[NH2:11][CH:12]([CH:28]([CH3:30])[CH3:29])[C:13]([N:15]([CH2:21][C:22]1[CH:27]=[CH:26][CH:25]=[CH:24][CH:23]=1)[CH2:16][CH2:17][N:18]([CH3:20])[CH3:19])=[O:14]. (2) Given the product [C:39]([N:30]1[CH2:34][CH2:35][CH:36]([NH:9][C:10]([C:12]2[S:13][C:14]([S:20][C:21]3[C:22]([Cl:28])=[CH:23][N:24]=[CH:25][C:26]=3[Cl:27])=[C:15]([N+:17]([O-:19])=[O:18])[CH:16]=2)=[O:11])[CH2:37][CH2:38]1)(=[NH:41])[NH2:40], predict the reactants needed to synthesize it. The reactants are: C1(N2CCC([NH:9][C:10]([C:12]3[S:13][C:14]([S:20][C:21]4[C:26]([Cl:27])=[CH:25][N:24]=[CH:23][C:22]=4[Cl:28])=[C:15]([N+:17]([O-:19])=[O:18])[CH:16]=3)=[O:11])C2)CC1.Cl.[N:30]1([C:39](=[NH:41])[NH2:40])[C:34]2[CH:35]=[CH:36][CH:37]=[CH:38]C=2N=N1. (3) Given the product [F:27][C:23]1[CH:22]=[C:21]([S:18]([NH:17][C:13]2[CH:12]=[C:11]3[C:16](=[CH:15][CH:14]=2)[NH:8][N:9]=[C:10]3[CH3:28])(=[O:19])=[O:20])[CH:26]=[CH:25][CH:24]=1, predict the reactants needed to synthesize it. The reactants are: C(OC([N:8]1[C:16]2[C:11](=[CH:12][C:13]([NH:17][S:18]([C:21]3[CH:26]=[CH:25][CH:24]=[C:23]([F:27])[CH:22]=3)(=[O:20])=[O:19])=[CH:14][CH:15]=2)[C:10]([CH3:28])=[N:9]1)=O)(C)(C)C.I[Si](C)(C)C. (4) Given the product [NH2:4][C:3]1[N:5]=[C:8]([OH:9])[C:7]([CH3:6])=[C:13]([OH:14])[N:2]=1, predict the reactants needed to synthesize it. The reactants are: Cl.[NH2:2][C:3]([NH2:5])=[NH:4].[CH3:6][CH:7]([C:13](OCC)=[O:14])[C:8](OCC)=[O:9].C[O-].[Na+]. (5) Given the product [C:1]([O:5][C:6](=[O:34])[C@@H:7]([NH:23][C:24]([O:26][CH2:27][C:28]1[CH:29]=[CH:30][CH:31]=[CH:32][CH:33]=1)=[O:25])[CH2:8][NH:9][C:10]([C:12]1[S:13][C:14]([CH2:17][CH2:18][C:19]([NH:37][C:36]([NH2:38])=[NH:35])=[O:21])=[CH:15][CH:16]=1)=[O:11])([CH3:2])([CH3:4])[CH3:3], predict the reactants needed to synthesize it. The reactants are: [C:1]([O:5][C:6](=[O:34])[C@@H:7]([NH:23][C:24]([O:26][CH2:27][C:28]1[CH:33]=[CH:32][CH:31]=[CH:30][CH:29]=1)=[O:25])[CH2:8][NH:9][C:10]([C:12]1[S:13][C:14]([CH2:17][CH2:18][C:19]([O:21]C)=O)=[CH:15][CH:16]=1)=[O:11])([CH3:4])([CH3:3])[CH3:2].[NH2:35][C:36]([NH2:38])=[NH:37]. (6) The reactants are: C[O:2][C:3](=[O:36])[CH2:4][CH2:5][C:6]1[CH:11]=[CH:10][C:9]([O:12][C:13]2[CH:18]=[CH:17][CH:16]=[C:15]([O:19][C:20]3[CH:25]=[CH:24][C:23]([Cl:26])=[CH:22][C:21]=3[O:27][C:28]3[CH:33]=[CH:32][CH:31]=[CH:30][C:29]=3[F:34])[CH:14]=2)=[CH:8][C:7]=1[CH3:35].[OH-].[Na+]. Given the product [Cl:26][C:23]1[CH:24]=[CH:25][C:20]([O:19][C:15]2[CH:14]=[C:13]([CH:18]=[CH:17][CH:16]=2)[O:12][C:9]2[CH:10]=[CH:11][C:6]([CH2:5][CH2:4][C:3]([OH:36])=[O:2])=[C:7]([CH3:35])[CH:8]=2)=[C:21]([O:27][C:28]2[CH:33]=[CH:32][CH:31]=[CH:30][C:29]=2[F:34])[CH:22]=1, predict the reactants needed to synthesize it.